This data is from Forward reaction prediction with 1.9M reactions from USPTO patents (1976-2016). The task is: Predict the product of the given reaction. Given the reactants [C@@H:1]1([O:12][C:13]2[C:17]([CH2:18][C:19]3[CH:24]=[CH:23][C:22]([S:25]C)=CC=3)=[C:16]([CH3:27])[NH:15][N:14]=2)[O:9][C@H:8]([CH2:10][OH:11])[C@@H:6]([OH:7])[C@H:4]([OH:5])[C@H:2]1O.[C:28](=O)([O-])[O-].[Cs+].[Cs+].Br[CH2:35][CH2:36][CH2:37][OH:38].[OH2:39], predict the reaction product. The product is: [C@@H:1]1([O:12][C:13]2[C:17]([CH2:18][C:19]3[S:25][CH:22]=[C:23]([CH3:28])[CH:24]=3)=[C:16]([CH3:27])[N:15]([CH2:35][CH2:36][CH2:37][OH:38])[N:14]=2)[O:9][C@H:8]([CH2:10][OH:11])[C@@H:6]([OH:7])[C@H:4]([OH:5])[C@H:2]1[OH:39].